From a dataset of Reaction yield outcomes from USPTO patents with 853,638 reactions. Predict the reaction yield, written as a fraction of the theoretical maximum amount of product (1.0 means a 100% yield; for example, 0.34 means a 34% yield). (1) The reactants are [CH2:1]([N:8]1[C:16]2[C:11](=[CH:12][CH:13]=[CH:14][CH:15]=2)[C@:10]2([CH2:18][C@H:17]2[C:19]2[CH:27]=[C:26]3[C:22]([CH:23]=[N:24][N:25]3[CH2:28][C:29]3[CH:34]=[CH:33][CH:32]=[CH:31][CH:30]=3)=[CH:21][CH:20]=2)[C:9]1=[O:35])[C:2]1[CH:7]=[CH:6][CH:5]=[CH:4][CH:3]=1.CS(O[C@@H](C1C=C2C(C=NN2CC2C=CC=CC=2)=CC=1)COS(C)(=O)=O)(=O)=O.C(N1C2C(=CC([F:80])=CC=2)CC1=O)C1C=CC=CC=1. No catalyst specified. The product is [CH2:1]([N:8]1[C:16]2[C:11](=[CH:12][C:13]([F:80])=[CH:14][CH:15]=2)[C@:10]2([CH2:18][C@H:17]2[C:19]2[CH:27]=[C:26]3[C:22]([CH:23]=[N:24][N:25]3[CH2:28][C:29]3[CH:34]=[CH:33][CH:32]=[CH:31][CH:30]=3)=[CH:21][CH:20]=2)[C:9]1=[O:35])[C:2]1[CH:7]=[CH:6][CH:5]=[CH:4][CH:3]=1. The yield is 0.630. (2) The reactants are [C:1]([NH:4][C:5]1[CH:13]=[CH:12][CH:11]=[C:10]2[C:6]=1[C:7](=[O:33])[N:8]([CH:15]([C:20]1[CH:25]=[CH:24][C:23]([O:26][CH:27]([F:29])[F:28])=[C:22]([O:30][CH2:31][CH3:32])[CH:21]=1)[CH2:16][C:17](O)=[O:18])[C:9]2=[O:14])(=[O:3])[CH3:2].C1N=[CH:37][N:36](C(N2C=NC=C2)=O)[CH:35]=1.CNC. The catalyst is C1COCC1. The product is [C:1]([NH:4][C:5]1[CH:13]=[CH:12][CH:11]=[C:10]2[C:6]=1[C:7](=[O:33])[N:8]([CH:15]([C:20]1[CH:25]=[CH:24][C:23]([O:26][CH:27]([F:28])[F:29])=[C:22]([O:30][CH2:31][CH3:32])[CH:21]=1)[CH2:16][C:17]([N:36]([CH3:37])[CH3:35])=[O:18])[C:9]2=[O:14])(=[O:3])[CH3:2]. The yield is 0.670. (3) The reactants are [C:1]([SiH2:5][O:6][C:7]([CH3:21])([CH3:20])[C@H:8]1[CH2:13][CH2:12][C@H:11]([CH2:14]OS(C)(=O)=O)[CH2:10][CH2:9]1)([CH3:4])([CH3:3])[CH3:2].[C-:22]#[N:23].[Na+]. The catalyst is CN(C=O)C. The product is [C:1]([SiH2:5][O:6][C:7]([CH3:21])([CH3:20])[C@H:8]1[CH2:13][CH2:12][C@H:11]([CH2:14][C:22]#[N:23])[CH2:10][CH2:9]1)([CH3:4])([CH3:3])[CH3:2]. The yield is 0.800. (4) The reactants are [OH:1][C@H:2]([CH3:6])[C:3]([NH2:5])=O.F[B-](F)(F)F.C([O+](CC)CC)C.N[C:20]1[C:21]([NH:29][C@H:30]2[CH2:35][CH2:34][C@H:33]([CH2:36][C:37]#[N:38])[CH2:32][CH2:31]2)=[C:22]2[S:28][CH:27]=[CH:26][C:23]2=[N:24][CH:25]=1. The catalyst is O1CCCC1.C(O)C. The product is [OH:1][C@@H:2]([C:3]1[N:29]([C@H:30]2[CH2:31][CH2:32][C@H:33]([CH2:36][C:37]#[N:38])[CH2:34][CH2:35]2)[C:21]2=[C:22]3[S:28][CH:27]=[CH:26][C:23]3=[N:24][CH:25]=[C:20]2[N:5]=1)[CH3:6]. The yield is 0.730. (5) The yield is 0.550. The product is [C:30]([NH:3][CH:4]([C:16]1[CH:17]=[CH:18][C:19]([CH3:22])=[CH:20][CH:21]=1)[C:5]([O:7][C@@H:8]1[CH:13]2[CH2:12][CH2:11][N:10]([CH2:15][CH2:14]2)[CH2:9]1)=[O:6])(=[O:37])[C:31]1[CH:36]=[CH:35][CH:34]=[CH:33][CH:32]=1. The reactants are Cl.Cl.[NH2:3][CH:4]([C:16]1[CH:21]=[CH:20][C:19]([CH3:22])=[CH:18][CH:17]=1)[C:5]([O:7][C@@H:8]1[CH:13]2[CH2:14][CH2:15][N:10]([CH2:11][CH2:12]2)[CH2:9]1)=[O:6].C(N(CC)CC)C.[C:30](Cl)(=[O:37])[C:31]1[CH:36]=[CH:35][CH:34]=[CH:33][CH:32]=1. The catalyst is C(Cl)Cl. (6) The reactants are S(Cl)(Cl)=O.[CH3:5][C:6]1[CH:14]=[CH:13][C:9]([C:10]([OH:12])=[O:11])=[CH:8][CH:7]=1.[CH2:15](O)[CH3:16]. No catalyst specified. The product is [CH2:15]([O:11][C:10](=[O:12])[C:9]1[CH:13]=[CH:14][C:6]([CH3:5])=[CH:7][CH:8]=1)[CH3:16]. The yield is 0.910. (7) The reactants are [NH2:1][C:2]1[CH:10]=[C:9]2[C:5](C[CH2:7][C:8]2=O)=[CH:4][CH:3]=1.[C:12](=[O:15])([O-])O.[Na+].[Cl:17][C:18]1[N:19]=[C:20]2[N:24]([C:25]=1[S:26](Cl)(=[O:28])=[O:27])[CH:23]=[CH:22][S:21]2.C(Cl)(Cl)Cl.CO. The catalyst is C(#N)C. The product is [O:15]=[C:12]1[C:5]2[C:9](=[CH:10][C:2]([NH:1][S:26]([C:25]3[N:24]4[C:20]([S:21][CH:22]=[CH:23]4)=[N:19][C:18]=3[Cl:17])(=[O:27])=[O:28])=[CH:3][CH:4]=2)[CH2:8][CH2:7]1. The yield is 0.750. (8) The reactants are Cl[C:2]1[CH:7]=[C:6]2[CH2:8][O:9][C:10]3[CH:39]=[C:38]4[C:13]([CH:14]=[CH:15][C:16]5[N:20]=[C:19]([C@@H:21]6[CH2:25][CH2:24][C@H:23]([CH3:26])[N:22]6[C:27](=[O:37])[C@@H:28]([NH:32][C:33](=[O:36])[O:34][CH3:35])[CH:29]([CH3:31])[CH3:30])[NH:18][C:17]=54)=[CH:12][C:11]=3[C:5]2=[CH:4][CH:3]=1.[B:40]1([B:40]2[O:44][C:43]([CH3:46])([CH3:45])[C:42]([CH3:48])([CH3:47])[O:41]2)[O:44][C:43]([CH3:46])([CH3:45])[C:42]([CH3:48])([CH3:47])[O:41]1.CC([O-])=O.[K+]. The catalyst is O1CCOCC1.C1C=CC(/C=C/C(/C=C/C2C=CC=CC=2)=O)=CC=1.C1C=CC(/C=C/C(/C=C/C2C=CC=CC=2)=O)=CC=1.C1C=CC(/C=C/C(/C=C/C2C=CC=CC=2)=O)=CC=1.[Pd].[Pd].CC(C1C=C(C(C)C)C(C2C=CC=CC=2P(C2CCCCC2)C2CCCCC2)=C(C(C)C)C=1)C. The product is [CH3:31][CH:29]([CH3:30])[C@H:28]([NH:32][C:33](=[O:36])[O:34][CH3:35])[C:27]([N:22]1[C@H:21]([C:19]2[NH:18][C:17]3[C:38]4[C:13]([CH:14]=[CH:15][C:16]=3[N:20]=2)=[CH:12][C:11]2[C:5]3[C:6]([CH2:8][O:9][C:10]=2[CH:39]=4)=[CH:7][C:2]([B:40]2[O:44][C:43]([CH3:46])([CH3:45])[C:42]([CH3:48])([CH3:47])[O:41]2)=[CH:3][CH:4]=3)[CH2:25][CH2:24][C@@H:23]1[CH3:26])=[O:37]. The yield is 0.720.